This data is from Catalyst prediction with 721,799 reactions and 888 catalyst types from USPTO. The task is: Predict which catalyst facilitates the given reaction. (1) Reactant: [OH:1][CH:2]([CH2:6][CH2:7][CH2:8][CH3:9])[C:3]([OH:5])=O.[NH2:10][CH2:11][CH2:12][C:13]1[CH:18]=[CH:17][C:16]([OH:19])=[CH:15][CH:14]=1.ON1C2C=CC=CC=2N=N1. Product: [OH:19][C:16]1[CH:17]=[CH:18][C:13]([CH2:12][CH2:11][NH:10][C:3](=[O:5])[CH:2]([OH:1])[CH2:6][CH2:7][CH2:8][CH3:9])=[CH:14][CH:15]=1. The catalyst class is: 3. (2) Reactant: [CH2:1]([N:3]([CH2:19][CH3:20])[C:4]([C:6]1[CH:7]=[N:8][C:9]([NH:15][CH2:16][CH:17]=[CH2:18])=[C:10]([N+:12]([O-])=O)[CH:11]=1)=[O:5])[CH3:2].O.O.[Sn](Cl)Cl. Product: [NH2:12][C:10]1[CH:11]=[C:6]([C:4]([N:3]([CH2:19][CH3:20])[CH2:1][CH3:2])=[O:5])[CH:7]=[N:8][C:9]=1[NH:15][CH2:16][CH:17]=[CH2:18]. The catalyst class is: 3. (3) The catalyst class is: 6. Reactant: [NH2:1][C:2]1[C:9]([CH3:10])=[CH:8][C:5]([C:6]#[N:7])=[CH:4][C:3]=1[Cl:11].[CH3:12][S:13](Cl)(=[O:15])=[O:14]. Product: [Cl:11][C:3]1[CH:4]=[C:5]([C:6]#[N:7])[CH:8]=[C:9]([CH3:10])[C:2]=1[NH:1][S:13]([CH3:12])(=[O:15])=[O:14]. (4) Reactant: [CH:1]([NH:4][C:5]1[CH:10]=[C:9]([CH3:11])[CH:8]=[CH:7][C:6]=1[N+:12]([O-])=O)([CH3:3])[CH3:2].Cl[Sn]Cl.Cl. Product: [CH:1]([NH:4][C:5]1[C:6]([NH2:12])=[CH:7][CH:8]=[C:9]([CH3:11])[CH:10]=1)([CH3:3])[CH3:2]. The catalyst class is: 6. (5) Reactant: [F:1][C:2]1[C:11]([CH2:12][CH2:13][C:14]2[CH:15]=[N:16][C:17]([NH:20][C:21]3[CH:22]=[N:23][N:24]([C@@H:26]4[CH2:31][CH2:30][CH2:29][NH:28][CH2:27]4)[CH:25]=3)=[N:18][CH:19]=2)=[CH:10][C:5]([C:6]([NH:8][CH3:9])=[O:7])=[CH:4][C:3]=1[O:32][CH3:33].C=O.[C:36](O[BH-](OC(=O)C)OC(=O)C)(=O)C.[Na+]. Product: [F:1][C:2]1[C:11]([CH2:12][CH2:13][C:14]2[CH:15]=[N:16][C:17]([NH:20][C:21]3[CH:22]=[N:23][N:24]([C@@H:26]4[CH2:31][CH2:30][CH2:29][N:28]([CH3:36])[CH2:27]4)[CH:25]=3)=[N:18][CH:19]=2)=[CH:10][C:5]([C:6]([NH:8][CH3:9])=[O:7])=[CH:4][C:3]=1[O:32][CH3:33]. The catalyst class is: 1. (6) Reactant: CC1(C)C(C)(C)OB([C:9]2[CH:10]=[CH:11][C:12]([C:15]3[CH2:19][CH:18]([CH2:20][N:21]4[CH2:26][CH2:25][O:24][CH2:23][CH2:22]4)[O:17][N:16]=3)=[N:13][CH:14]=2)O1.Br[C:29]1[CH:37]=[CH:36][C:35]2[N:34]3[C:38](=[O:46])[O:39][C@@H:40]([CH2:41][NH:42][C:43](=[O:45])[CH3:44])[C@@H:33]3[CH2:32][C:31]=2[CH:30]=1.C([O-])([O-])=O.[K+].[K+].O1CCOCC1. Product: [O:24]1[CH2:23][CH2:22][N:21]([CH2:20][CH:18]2[O:17][N:16]=[C:15]([C:12]3[N:13]=[CH:14][C:9]([C:29]4[CH:37]=[CH:36][C:35]5[N:34]6[C:38](=[O:46])[O:39][C@@H:40]([CH2:41][NH:42][C:43](=[O:45])[CH3:44])[C@@H:33]6[CH2:32][C:31]=5[CH:30]=4)=[CH:10][CH:11]=3)[CH2:19]2)[CH2:26][CH2:25]1. The catalyst class is: 6.